This data is from NCI-60 drug combinations with 297,098 pairs across 59 cell lines. The task is: Regression. Given two drug SMILES strings and cell line genomic features, predict the synergy score measuring deviation from expected non-interaction effect. (1) Drug 2: CN(C(=O)NC(C=O)C(C(C(CO)O)O)O)N=O. Drug 1: C#CCC(CC1=CN=C2C(=N1)C(=NC(=N2)N)N)C3=CC=C(C=C3)C(=O)NC(CCC(=O)O)C(=O)O. Synergy scores: CSS=-3.30, Synergy_ZIP=2.21, Synergy_Bliss=0.0152, Synergy_Loewe=-5.09, Synergy_HSA=-4.77. Cell line: UACC-257. (2) Drug 1: CCC1(C2=C(COC1=O)C(=O)N3CC4=CC5=C(C=CC(=C5CN(C)C)O)N=C4C3=C2)O.Cl. Drug 2: CC1C(C(CC(O1)OC2CC(CC3=C2C(=C4C(=C3O)C(=O)C5=CC=CC=C5C4=O)O)(C(=O)C)O)N)O. Cell line: M14. Synergy scores: CSS=47.9, Synergy_ZIP=-7.39, Synergy_Bliss=-7.01, Synergy_Loewe=-6.67, Synergy_HSA=-4.78.